Dataset: Forward reaction prediction with 1.9M reactions from USPTO patents (1976-2016). Task: Predict the product of the given reaction. Given the reactants [CH2:1]([O:8][C:9]1[C:18]2[C:13](=[CH:14][CH:15]=[C:16]([CH2:19]O)[CH:17]=2)[N:12]=[CH:11][CH:10]=1)[C:2]1[CH:7]=[CH:6][CH:5]=[CH:4][CH:3]=1.C(N(CC)CC)C.CS(Cl)(=O)=O.[N-:33]=[N+:34]=[N-:35].[Na+], predict the reaction product. The product is: [N:33]([CH2:19][C:16]1[CH:17]=[C:18]2[C:13](=[CH:14][CH:15]=1)[N:12]=[CH:11][CH:10]=[C:9]2[O:8][CH2:1][C:2]1[CH:7]=[CH:6][CH:5]=[CH:4][CH:3]=1)=[N+:34]=[N-:35].